From a dataset of Full USPTO retrosynthesis dataset with 1.9M reactions from patents (1976-2016). Predict the reactants needed to synthesize the given product. (1) Given the product [O:17]=[C:16]([CH2:15][CH2:14][C:11]1[CH:12]=[CH:13][C:8]([C:7]([F:6])([F:21])[F:22])=[CH:9][CH:10]=1)[CH2:4][C:3]#[N:5], predict the reactants needed to synthesize it. The reactants are: [H-].[Na+].[C:3](#[N:5])[CH3:4].[F:6][C:7]([F:22])([F:21])[C:8]1[CH:13]=[CH:12][C:11]([CH2:14][CH2:15][C:16](OCC)=[O:17])=[CH:10][CH:9]=1.Cl. (2) Given the product [CH2:27]([O:34][C:35]1[CH:40]=[C:39]([F:41])[C:38]([F:42])=[CH:37][C:36]=1[CH2:43][CH2:44][I:25])[C:28]1[CH:33]=[CH:32][CH:31]=[CH:30][CH:29]=1, predict the reactants needed to synthesize it. The reactants are: C1C=CC(P(C2C=CC=CC=2)C2C=CC=CC=2)=CC=1.N1C=CN=C1.[I:25]I.[CH2:27]([O:34][C:35]1[CH:40]=[C:39]([F:41])[C:38]([F:42])=[CH:37][C:36]=1[CH2:43][CH2:44]O)[C:28]1[CH:33]=[CH:32][CH:31]=[CH:30][CH:29]=1. (3) Given the product [CH3:39][S:40]([OH:43])(=[O:42])=[O:41].[N:1]1[CH:2]=[C:3]([C:10]2[C:14](=[O:15])[NH:13][C:12](=[O:16])[C:11]=2[C:17]2[C:23]3[CH:24]=[C:25]([F:38])[CH:26]=[C:27]4[CH2:28][CH:29]([C:30]([N:32]5[CH2:33][CH2:34][CH2:35][CH2:36][CH2:37]5)=[O:31])[N:21]([C:22]=34)[CH2:20][CH2:19][N:18]=2)[N:4]2[CH:9]=[CH:8][CH:7]=[CH:6][C:5]=12, predict the reactants needed to synthesize it. The reactants are: [N:1]1[CH:2]=[C:3]([C:10]2[C:14](=[O:15])[NH:13][C:12](=[O:16])[C:11]=2[C:17]2[C:23]3[CH:24]=[C:25]([F:38])[CH:26]=[C:27]4[CH2:28][CH:29]([C:30]([N:32]5[CH2:37][CH2:36][CH2:35][CH2:34][CH2:33]5)=[O:31])[N:21]([C:22]=34)[CH2:20][CH2:19][N:18]=2)[N:4]2[CH:9]=[CH:8][CH:7]=[CH:6][C:5]=12.[CH3:39][S:40]([OH:43])(=[O:42])=[O:41].C(O)(C)C. (4) Given the product [CH2:2]([O:5][C:6](=[O:27])[NH:7][C:8]1[CH:13]=[CH:12][CH:11]=[C:10]([C:14]2[N:15]=[C:16]([CH3:26])[S:17][C:18]=2[C:19]2[CH:24]=[CH:23][N:22]=[C:21]([NH:39][C:33]3[CH:32]=[C:31]4[C:36]([CH2:37][CH2:38][N:29]([CH3:28])[CH2:30]4)=[CH:35][CH:34]=3)[N:20]=2)[CH:9]=1)[CH:3]=[CH2:4], predict the reactants needed to synthesize it. The reactants are: [Cl-].[CH2:2]([O:5][C:6](=[O:27])[NH:7][C:8]1[CH:13]=[CH:12][CH:11]=[C:10]([C:14]2[N:15]=[C:16]([CH3:26])[S:17][C:18]=2[C:19]2[CH:24]=[CH:23][N:22]=[C:21](Cl)[N:20]=2)[CH:9]=1)[CH:3]=[CH2:4].[CH3:28][N:29]1[CH2:38][CH2:37][C:36]2[C:31](=[CH:32][C:33]([NH2:39])=[CH:34][CH:35]=2)[CH2:30]1.